This data is from Forward reaction prediction with 1.9M reactions from USPTO patents (1976-2016). The task is: Predict the product of the given reaction. (1) Given the reactants [C:1]([C:4]1[CH:5]=[C:6]([O:11][S:12]([C:15]([F:18])([F:17])[F:16])(=[O:14])=[O:13])[CH:7]=[C:8]([OH:10])[CH:9]=1)(=[O:3])[CH3:2].C(=O)([O-])[O-].[K+].[K+].[CH2:25]([O:27][C:28](=[O:53])[CH2:29][CH2:30][CH2:31][O:32][C:33]1[CH:38]=[CH:37][CH:36]=[C:35]([CH2:39][CH2:40][CH2:41][CH2:42][CH2:43][CH2:44]Br)[C:34]=1[CH2:46][CH2:47][C:48]([O:50][CH2:51][CH3:52])=[O:49])[CH3:26], predict the reaction product. The product is: [CH2:25]([O:27][C:28](=[O:53])[CH2:29][CH2:30][CH2:31][O:32][C:33]1[CH:38]=[CH:37][CH:36]=[C:35]([CH2:39][CH2:40][CH2:41][CH2:42][CH2:43][CH2:44][O:10][C:8]2[CH:7]=[C:6]([O:11][S:12]([C:15]([F:18])([F:16])[F:17])(=[O:14])=[O:13])[CH:5]=[C:4]([C:1](=[O:3])[CH3:2])[CH:9]=2)[C:34]=1[CH2:46][CH2:47][C:48]([O:50][CH2:51][CH3:52])=[O:49])[CH3:26]. (2) The product is: [F:23][C:20]1[C:21]2[C:16]([CH:17]=[CH:18][CH:19]=1)=[N:15][N:14]([CH2:10][CH2:11][C:12]#[C:13][C:2]1[CH:7]=[CH:6][CH:5]=[C:4]([CH2:8][F:9])[N:3]=1)[CH:22]=2. Given the reactants Br[C:2]1[CH:7]=[CH:6][CH:5]=[C:4]([CH2:8][F:9])[N:3]=1.[CH2:10]([N:14]1[CH:22]=[C:21]2[C:16]([CH:17]=[CH:18][CH:19]=[C:20]2[F:23])=[N:15]1)[CH2:11][C:12]#[CH:13], predict the reaction product. (3) Given the reactants [Cl:1][C:2]1[CH:3]=[C:4]([N:9]=[CH:10][C:11]2[CH:16]=[CH:15][N:14]=[C:13]([CH2:17][CH2:18][CH3:19])[C:12]=2[OH:20])[CH:5]=[CH:6][C:7]=1[F:8].[Si]([C:25]#[N:26])(C)(C)C, predict the reaction product. The product is: [Cl:1][C:2]1[CH:3]=[C:4]([NH:9][C:10]2[C:11]3[C:12](=[C:13]([CH2:17][CH2:18][CH3:19])[N:14]=[CH:15][CH:16]=3)[O:20][C:25]=2[NH2:26])[CH:5]=[CH:6][C:7]=1[F:8]. (4) Given the reactants Br[C:2]1[N:6]([CH2:7][CH2:8][C:9]2[CH:14]=[CH:13][CH:12]=[CH:11][C:10]=2[Cl:15])[CH:5]=[N:4][C:3]=1[C:16]1[CH:21]=[C:20]([C:22]#[N:23])[CH:19]=[CH:18][N:17]=1.[F:24][C:25]1[CH:30]=[CH:29][C:28](B(O)O)=[CH:27][CH:26]=1.C([O-])([O-])=O.[Na+].[Na+], predict the reaction product. The product is: [Cl:15][C:10]1[CH:11]=[CH:12][CH:13]=[CH:14][C:9]=1[CH2:8][CH2:7][N:6]1[C:2]([C:28]2[CH:29]=[CH:30][C:25]([F:24])=[CH:26][CH:27]=2)=[C:3]([C:16]2[CH:21]=[C:20]([C:22]#[N:23])[CH:19]=[CH:18][N:17]=2)[N:4]=[CH:5]1. (5) Given the reactants [F:1][C:2]1[CH:7]=[C:6]([CH3:8])[CH:5]=[CH:4][C:3]=1[B:9]([OH:11])[OH:10].O[C:13]([C:16](O)([CH3:18])[CH3:17])([CH3:15])[CH3:14].O.C1(C)C=CC(S(O)(=O)=O)=CC=1, predict the reaction product. The product is: [F:1][C:2]1[CH:7]=[C:6]([CH3:8])[CH:5]=[CH:4][C:3]=1[B:9]1[O:10][C:16]([CH3:18])([CH3:17])[C:13]([CH3:15])([CH3:14])[O:11]1. (6) Given the reactants [CH:1]([N:4]1[CH:8]=[N:7][N:6]=[C:5]1[C:9]1[S:10][C:11]2[CH2:12][CH2:13][O:14][C:15]3[CH:22]=[C:21]([C:23](O)=[O:24])[CH:20]=[CH:19][C:16]=3[C:17]=2[N:18]=1)([CH3:3])[CH3:2].C(Cl)(=O)C(Cl)=O.[NH2:32][C:33]1[CH:37]=[CH:36][O:35][N:34]=1.C(N(CC)CC)C.C(=O)(O)[O-].[Na+], predict the reaction product. The product is: [O:35]1[CH:36]=[CH:37][C:33]([NH:32][C:23]([C:21]2[CH:20]=[CH:19][C:16]3[C:17]4[N:18]=[C:9]([C:5]5[N:4]([CH:1]([CH3:3])[CH3:2])[CH:8]=[N:7][N:6]=5)[S:10][C:11]=4[CH2:12][CH2:13][O:14][C:15]=3[CH:22]=2)=[O:24])=[N:34]1. (7) Given the reactants C([Li])CCC.C(N[CH:10]([CH3:12])[CH3:11])(C)C.[Br:13][C:14]1C=C[C:17]2[O:18][C:19]([F:25])([F:24])[C:20]([F:23])([F:22])[O:21][C:16]=2[CH:15]=1.CI.Cl, predict the reaction product. The product is: [Br:13][C:14]1[CH:15]=[CH:16][C:17]2[O:18][C:19]([F:24])([F:25])[C:20]([F:22])([F:23])[O:21][C:12]=2[C:10]=1[CH3:11]. (8) Given the reactants [O:1]1[CH:5]=[CH:4][C:3]([CH:6]=O)=[CH:2]1.[C:8]12([NH2:18])[CH2:17][CH:12]3[CH2:13][CH:14]([CH2:16][CH:10]([CH2:11]3)[CH2:9]1)[CH2:15]2, predict the reaction product. The product is: [C:8]12([NH:18][CH2:6][C:3]3[CH:4]=[CH:5][O:1][CH:2]=3)[CH2:15][CH:14]3[CH2:13][CH:12]([CH2:11][CH:10]([CH2:16]3)[CH2:9]1)[CH2:17]2.